This data is from Forward reaction prediction with 1.9M reactions from USPTO patents (1976-2016). The task is: Predict the product of the given reaction. Given the reactants [CH3:1][O:2]S([O-])(=O)=O.C[N+]1C=CN(C)C=1.[Sn](Cl)(Cl)(Cl)Cl.O.O.O.O.O.[OH:24][CH2:25][C:26]([C@H:28]([C@@H]([C@@H](CO)O)O)O)=[O:27].[OH-].[Na+].Cl.[C:39]([O-:44])(=[O:43])[CH:40]([CH3:42])[OH:41].[Na+].C(O)(=O)C(C)O, predict the reaction product. The product is: [C:39]([OH:44])(=[O:43])[CH:40]([CH3:42])[OH:41].[C:25]([O:2][CH3:1])(=[O:24])[CH:26]([CH3:28])[OH:27].